This data is from Catalyst prediction with 721,799 reactions and 888 catalyst types from USPTO. The task is: Predict which catalyst facilitates the given reaction. Reactant: [N+:1]([C:4]1[CH:10]=[C:9](B2OC(C)(C)C(C)(C)O2)[CH:8]=[CH:7][C:5]=1[NH2:6])([O-:3])=[O:2].N#N.Br[C:23]1[N:24]=[CH:25][N:26]([CH3:28])[CH:27]=1.C(=O)([O-])[O-].[Na+].[Na+]. Product: [CH3:28][N:26]1[CH:27]=[C:23]([C:9]2[CH:8]=[CH:7][C:5]([NH2:6])=[C:4]([N+:1]([O-:3])=[O:2])[CH:10]=2)[N:24]=[CH:25]1. The catalyst class is: 438.